Regression/Classification. Given a drug SMILES string, predict its absorption, distribution, metabolism, or excretion properties. Task type varies by dataset: regression for continuous measurements (e.g., permeability, clearance, half-life) or binary classification for categorical outcomes (e.g., BBB penetration, CYP inhibition). For this dataset (solubility_aqsoldb), we predict Y. From a dataset of Aqueous solubility values for 9,982 compounds from the AqSolDB database. (1) The molecule is COC(=O)c1ccc(C)cc1C1=NC(C)(C(C)C)C(=O)N1. The Y is -2.46 log mol/L. (2) The molecule is c1ccc2c(c1)CC1COCOC21. The Y is -1.66 log mol/L. (3) The compound is C=CC(=O)OCCOCCOC[C@@H](CC)CCCC.C=CC(=O)OCCOCCOC[C@H](CC)CCCC. The Y is -3.99 log mol/L. (4) The drug is COc1cc(Br)c2c(c1OC)C(=O)OC2. The Y is -3.93 log mol/L. (5) The molecule is Clc1ccc(-c2c(Cl)cccc2Cl)cc1. The Y is -6.21 log mol/L. (6) The drug is COC(=O)C1(S(=O)(=O)c2ccc(Cl)cc2)CC1. The Y is -3.31 log mol/L. (7) The compound is Ic1cccc2ccccc12. The Y is -4.55 log mol/L. (8) The drug is CC(C)C(=O)c1ccccc1. The Y is -2.36 log mol/L. (9) The compound is C=Cc1ccccn1. The Y is -0.582 log mol/L.